Predict the product of the given reaction. From a dataset of Forward reaction prediction with 1.9M reactions from USPTO patents (1976-2016). Given the reactants FC(F)(F)C(O)=O.[CH3:8][C:9]1[S:10][CH:11]=[C:12]([C:14]([N:16]2[CH2:21][C:20]3([CH2:26][CH2:25][NH:24][CH2:23][CH2:22]3)[O:19][CH2:18][CH2:17]2)=[O:15])[N:13]=1.[Si:27]([O:34][CH2:35][CH2:36][C:37]1[S:41][C:40]([CH2:42][CH:43]=O)=[CH:39][CH:38]=1)([C:30]([CH3:33])([CH3:32])[CH3:31])([CH3:29])[CH3:28].C(O[BH-](OC(=O)C)OC(=O)C)(=O)C.[Na+], predict the reaction product. The product is: [Si:27]([O:34][CH2:35][CH2:36][C:37]1[S:41][C:40]([CH2:42][CH2:43][N:24]2[CH2:25][CH2:26][C:20]3([O:19][CH2:18][CH2:17][N:16]([C:14]([C:12]4[N:13]=[C:9]([CH3:8])[S:10][CH:11]=4)=[O:15])[CH2:21]3)[CH2:22][CH2:23]2)=[CH:39][CH:38]=1)([C:30]([CH3:31])([CH3:33])[CH3:32])([CH3:29])[CH3:28].